The task is: Predict the reactants needed to synthesize the given product.. This data is from Full USPTO retrosynthesis dataset with 1.9M reactions from patents (1976-2016). (1) Given the product [CH3:12][N:1]1[CH2:5][CH2:4][CH2:3][CH:2]1[C:6]([O:8][CH3:9])=[O:7], predict the reactants needed to synthesize it. The reactants are: [NH:1]1[CH2:5][CH2:4][CH2:3][CH:2]1[C:6]([O:8][CH3:9])=[O:7].C=O.[C:12]([BH3-])#N.[Na+]. (2) Given the product [Br:31][C:29]1[S:28][C:27]([C:32](=[O:33])[NH2:34])=[C:26]([NH:25][C:14]([CH:9]2[CH2:10][CH2:11][CH2:12][CH2:13][N:8]2[C:6]([O:5][C:1]([CH3:2])([CH3:3])[CH3:4])=[O:7])=[O:16])[CH:30]=1, predict the reactants needed to synthesize it. The reactants are: [C:1]([O:5][C:6]([N:8]1[CH2:13][CH2:12][CH2:11][CH2:10][C@H:9]1[C:14]([OH:16])=O)=[O:7])([CH3:4])([CH3:3])[CH3:2].C(Cl)(=O)OCC(C)C.[NH2:25][C:26]1[CH:30]=[C:29]([Br:31])[S:28][C:27]=1[C:32]([NH2:34])=[O:33].C(=O)([O-])O.[Na+].